From a dataset of Forward reaction prediction with 1.9M reactions from USPTO patents (1976-2016). Predict the product of the given reaction. (1) Given the reactants [Cl:1]C(OC(Cl)=O)C.C([N:21]1[CH2:24][CH:23]([O:25][CH2:26][CH2:27][C:28]2[S:29][CH:30]=[CH:31][CH:32]=2)[CH2:22]1)(C1C=CC=CC=1)C1C=CC=CC=1.C(O)C, predict the reaction product. The product is: [ClH:1].[S:29]1[CH:30]=[CH:31][CH:32]=[C:28]1[CH2:27][CH2:26][O:25][CH:23]1[CH2:24][NH:21][CH2:22]1. (2) Given the reactants Br[C:2]1[C:3](=[O:29])[NH:4][C:5](=[O:28])[N:6]([CH2:8][CH2:9][CH2:10][N:11]2[CH2:16][C:15]3([C:17]4[CH:22]=[CH:21][C:20]([C:23]([F:26])([F:25])[F:24])=[CH:19][CH:18]=4)[C:13]([CH3:27])([CH2:14]3)[CH2:12]2)[N:7]=1.[F:30][C:31]1[C:36](B(O)O)=[CH:35][CH:34]=[CH:33][N:32]=1.C(=O)([O-])[O-].[Na+].[Na+].C1(C2C=CC=CC=2)C=CC=CC=1P(C1CCCCC1)C1CCCCC1, predict the reaction product. The product is: [F:30][C:31]1[C:36]([C:2]2[C:3](=[O:29])[NH:4][C:5](=[O:28])[N:6]([CH2:8][CH2:9][CH2:10][N:11]3[CH2:16][C:15]4([C:17]5[CH:22]=[CH:21][C:20]([C:23]([F:25])([F:24])[F:26])=[CH:19][CH:18]=5)[C:13]([CH3:27])([CH2:14]4)[CH2:12]3)[N:7]=2)=[CH:35][CH:34]=[CH:33][N:32]=1. (3) Given the reactants [CH3:1][C:2]1[C:7]([NH2:8])=[CH:6][CH:5]=[C:4]([C:9]2[CH:14]=[CH:13][C:12]([C:15]([F:18])([F:17])[F:16])=[CH:11][CH:10]=2)[N:3]=1.[C:19]([O:23][C:24](=[O:39])[C:25]([O:28][C:29]1[CH:34]=[CH:33][C:32]([CH2:35][C:36](O)=[O:37])=[CH:31][CH:30]=1)([CH3:27])[CH3:26])([CH3:22])([CH3:21])[CH3:20], predict the reaction product. The product is: [C:19]([O:23][C:24](=[O:39])[C:25]([CH3:26])([O:28][C:29]1[CH:34]=[CH:33][C:32]([CH2:35][C:36](=[O:37])[NH:8][C:7]2[C:2]([CH3:1])=[N:3][C:4]([C:9]3[CH:14]=[CH:13][C:12]([C:15]([F:16])([F:18])[F:17])=[CH:11][CH:10]=3)=[CH:5][CH:6]=2)=[CH:31][CH:30]=1)[CH3:27])([CH3:21])([CH3:20])[CH3:22].